Dataset: Catalyst prediction with 721,799 reactions and 888 catalyst types from USPTO. Task: Predict which catalyst facilitates the given reaction. (1) Reactant: C([O:3][C:4]([C:6]1[N:7]([CH3:17])[N:8]=[C:9]([C:13]([CH3:16])([CH3:15])[CH3:14])[C:10]=1[C:11]#[N:12])=[O:5])C.[OH-].[Na+]. Product: [C:13]([C:9]1[C:10]([C:11]#[N:12])=[C:6]([C:4]([OH:5])=[O:3])[N:7]([CH3:17])[N:8]=1)([CH3:16])([CH3:14])[CH3:15]. The catalyst class is: 5. (2) Reactant: [F:1][C:2]1[CH:7]=[CH:6][C:5]([OH:8])=[CH:4][CH:3]=1.[Cl:9][C:10]1[C:16](Cl)=[CH:15][C:13]([NH2:14])=[C:12]([N+:18]([O-:20])=[O:19])[CH:11]=1.C(=O)([O-])[O-].[K+].[K+]. Product: [Cl:9][C:10]1[C:16]([O:8][C:5]2[CH:6]=[CH:7][C:2]([F:1])=[CH:3][CH:4]=2)=[CH:15][C:13]([NH2:14])=[C:12]([N+:18]([O-:20])=[O:19])[CH:11]=1. The catalyst class is: 16. (3) Reactant: Br[CH:2]([CH3:19])[C:3]([CH:5]1[CH2:7][CH:6]1[C:8]1[N:18]=[C:11]2[C:12]([CH3:17])=[N:13][CH:14]=[C:15]([CH3:16])[N:10]2[N:9]=1)=O.[CH:20]1([C:23]2[C:24]([NH2:29])=[N:25][CH:26]=[CH:27][CH:28]=2)[CH2:22][CH2:21]1.C(=O)(O)[O-].[Na+]. The catalyst class is: 14. Product: [CH:20]1([C:23]2[C:24]3[N:25]([C:2]([CH3:19])=[C:3]([CH:5]4[CH2:7][CH:6]4[C:8]4[N:18]=[C:11]5[C:12]([CH3:17])=[N:13][CH:14]=[C:15]([CH3:16])[N:10]5[N:9]=4)[N:29]=3)[CH:26]=[CH:27][CH:28]=2)[CH2:22][CH2:21]1.